This data is from Reaction yield outcomes from USPTO patents with 853,638 reactions. The task is: Predict the reaction yield, written as a fraction of the theoretical maximum amount of product (1.0 means a 100% yield; for example, 0.34 means a 34% yield). (1) The reactants are C([Si](C)(C)[O:6][C:7]([C:10]1[NH:11][C:12]2[C:17]([C:18]=1[S:19][C:20]1[CH:25]=[CH:24][CH:23]=[C:22]([N+:26]([O-:28])=[O:27])[CH:21]=1)=[CH:16][C:15]([C:29]#[N:30])=[C:14]([C:31]([F:34])([F:33])[F:32])[CH:13]=2)([CH3:9])[CH3:8])(C)(C)C.CCCC[N+](CCCC)(CCCC)CCCC.[F-]. The catalyst is C1COCC1. The product is [OH:6][C:7]([C:10]1[NH:11][C:12]2[C:17]([C:18]=1[S:19][C:20]1[CH:25]=[CH:24][CH:23]=[C:22]([N+:26]([O-:28])=[O:27])[CH:21]=1)=[CH:16][C:15]([C:29]#[N:30])=[C:14]([C:31]([F:33])([F:34])[F:32])[CH:13]=2)([CH3:9])[CH3:8]. The yield is 0.710. (2) The reactants are C(OC(=O)[NH:7][CH:8]1[CH2:11][N:10]([C:12]2[CH:17]=[CH:16][N:15]=[C:14](NCCCC)[N:13]=2)[CH2:9]1)(C)(C)C.C(OC(=O)NC1CN(C2C=CN=C(Cl)N=2)C1)(C)(C)C.[CH2:43]([NH2:47])[CH2:44][CH2:45][CH3:46]. The catalyst is CC(O)C. The product is [NH2:7][CH:8]1[CH2:9][N:10]([C:12]2[CH:17]=[CH:16][N:15]=[C:14]([CH2:46][CH2:45][CH2:44][CH2:43][NH2:47])[N:13]=2)[CH2:11]1. The yield is 0.920. (3) The reactants are Cl[C:2]1[NH:3][C:4](=[O:13])[C:5]2[C:10]([CH:11]=1)=[C:9]([CH3:12])[CH:8]=[CH:7][CH:6]=2.[B:14]1(B2OC(C)(C)C(C)(C)O2)[O:18]C(C)(C)C(C)(C)[O:15]1.CC([O-])=O.[K+]. The catalyst is O1CCOCC1.C1C=CC(P(C2C=CC=CC=2)[C-]2C=CC=C2)=CC=1.C1C=CC(P(C2C=CC=CC=2)[C-]2C=CC=C2)=CC=1.Cl[Pd]Cl.[Fe+2]. The product is [CH3:12][C:9]1[CH:8]=[CH:7][CH:6]=[C:5]2[C:10]=1[CH:11]=[C:2]([B:14]([OH:18])[OH:15])[NH:3][C:4]2=[O:13]. The yield is 0.490. (4) The reactants are [NH2:1][C:2]1[CH:7]=[C:6]([Br:8])[CH:5]=[C:4]([C:9]([F:12])([F:11])[F:10])[C:3]=1[N:13]([CH2:19][C:20]1[CH:25]=[CH:24][CH:23]=[C:22]([C:26]([F:29])([F:28])[F:27])[CH:21]=1)[C:14](=O)[O:15]CC.[H-].[Na+].Cl. The catalyst is C(O)C. The product is [Br:8][C:6]1[CH:5]=[C:4]([C:9]([F:12])([F:10])[F:11])[C:3]2[N:13]([CH2:19][C:20]3[CH:25]=[CH:24][CH:23]=[C:22]([C:26]([F:28])([F:29])[F:27])[CH:21]=3)[C:14](=[O:15])[NH:1][C:2]=2[CH:7]=1. The yield is 1.00. (5) The reactants are [CH3:1][C:2]1[CH:31]=[CH:30][C:5]([C:6]([NH:8][C:9]2[C:22]3[C:21](=[O:23])[C:20]4[C:15](=[CH:16][CH:17]=[CH:18][CH:19]=4)[C:14](=[O:24])[C:13]=3[CH:12]=[CH:11][C:10]=2[NH:25][C:26](=[O:29])[CH2:27]Cl)=[O:7])=[CH:4][CH:3]=1.CCN(C(C)C)C(C)C.[NH:41]1[CH2:46][CH2:45][CH2:44][CH2:43][CH2:42]1.C(OCC)(=O)C. The catalyst is O1CCCC1.CCO.CCCCCC. The product is [CH3:1][C:2]1[CH:31]=[CH:30][C:5]([C:6]([NH:8][C:9]2[C:22]3[C:21](=[O:23])[C:20]4[C:15](=[CH:16][CH:17]=[CH:18][CH:19]=4)[C:14](=[O:24])[C:13]=3[CH:12]=[CH:11][C:10]=2[NH:25][C:26](=[O:29])[CH2:27][N:41]2[CH2:46][CH2:45][CH2:44][CH2:43][CH2:42]2)=[O:7])=[CH:4][CH:3]=1. The yield is 0.430. (6) The reactants are [CH:1]1([N:4]2[CH2:9][CH2:8][N:7]3[N:10]=[C:11]([NH2:13])[CH:12]=[C:6]3[CH2:5]2)[CH2:3][CH2:2]1.CC1(C)C2C(=C(P(C3C=CC=CC=3)C3C=CC=CC=3)C=CC=2)OC2C(P(C3C=CC=CC=3)C3C=CC=CC=3)=CC=CC1=2.Br[C:57]1[C:58](=[O:65])[N:59]([CH3:64])[CH:60]=[C:61]([Br:63])[CH:62]=1.C([O-])([O-])=O.[Cs+].[Cs+]. The catalyst is O1CCOCC1.C1C=CC(/C=C/C(/C=C/C2C=CC=CC=2)=O)=CC=1.C1C=CC(/C=C/C(/C=C/C2C=CC=CC=2)=O)=CC=1.C1C=CC(/C=C/C(/C=C/C2C=CC=CC=2)=O)=CC=1.[Pd].[Pd]. The product is [Br:63][C:61]1[CH:62]=[C:57]([NH:13][C:11]2[CH:12]=[C:6]3[CH2:5][N:4]([CH:1]4[CH2:3][CH2:2]4)[CH2:9][CH2:8][N:7]3[N:10]=2)[C:58](=[O:65])[N:59]([CH3:64])[CH:60]=1. The yield is 0.300.